Dataset: Reaction yield outcomes from USPTO patents with 853,638 reactions. Task: Predict the reaction yield, written as a fraction of the theoretical maximum amount of product (1.0 means a 100% yield; for example, 0.34 means a 34% yield). (1) The reactants are [CH3:1][C:2]1[CH:3]=[N:4][C:5]2[C:10]([CH:11]=1)=[CH:9][CH:8]=[CH:7][C:6]=2[NH:12][S:13]([C:16]1[CH:21]=[CH:20][C:19]([C:22]([F:25])([F:24])[F:23])=[CH:18][C:17]=1[N+:26]([O-])=O)(=[O:15])=[O:14].O.NN. The catalyst is [Ni]. The product is [NH2:26][C:17]1[CH:18]=[C:19]([C:22]([F:24])([F:23])[F:25])[CH:20]=[CH:21][C:16]=1[S:13]([NH:12][C:6]1[CH:7]=[CH:8][CH:9]=[C:10]2[C:5]=1[N:4]=[CH:3][C:2]([CH3:1])=[CH:11]2)(=[O:14])=[O:15]. The yield is 0.220. (2) The reactants are [H-].[Na+].[F:3][C:4]1[CH:5]=[C:6]([CH:11]([OH:16])[C:12]([F:15])([F:14])[F:13])[CH:7]=[CH:8][C:9]=1[F:10].[Cl:17][C:18]1[CH:23]=[C:22](Cl)[N:21]=[CH:20][N:19]=1. The catalyst is C1COCC1. The product is [Cl:17][C:18]1[CH:23]=[C:22]([O:16][CH:11]([C:6]2[CH:7]=[CH:8][C:9]([F:10])=[C:4]([F:3])[CH:5]=2)[C:12]([F:13])([F:14])[F:15])[N:21]=[CH:20][N:19]=1. The yield is 0.700. (3) The reactants are [NH2:1][NH2:2].[O:3]1[CH2:8][CH2:7][N:6]([S:9]([C:12]2[CH:21]=[CH:20][CH:19]=[CH:18][C:13]=2[C:14](OC)=[O:15])(=[O:11])=[O:10])[CH2:5][CH2:4]1. The catalyst is CO. The product is [O:3]1[CH2:8][CH2:7][N:6]([S:9]([C:12]2[CH:21]=[CH:20][CH:19]=[CH:18][C:13]=2[C:14]([NH:1][NH2:2])=[O:15])(=[O:11])=[O:10])[CH2:5][CH2:4]1. The yield is 0.368. (4) The reactants are CS[C:3]1[S:7][C:6]([C:8]#[N:9])=[C:5]2[CH2:10][CH2:11][CH2:12][C:13](=[O:14])[C:4]=12.[CH3:15][NH:16][CH3:17]. The catalyst is C1COCC1. The product is [CH3:15][N:16]([CH3:17])[C:3]1[S:7][C:6]([C:8]#[N:9])=[C:5]2[CH2:10][CH2:11][CH2:12][C:13](=[O:14])[C:4]=12. The yield is 0.450.